This data is from Forward reaction prediction with 1.9M reactions from USPTO patents (1976-2016). The task is: Predict the product of the given reaction. Given the reactants [H-].[Na+].[Br:3][C:4]1[CH:14]=[CH:13][C:7]([C:8]([O:10][CH2:11][CH3:12])=[O:9])=[CH:6][C:5]=1[OH:15].CN(C=O)C.Cl[CH2:22][C:23]([CH3:25])=[CH2:24], predict the reaction product. The product is: [Br:3][C:4]1[CH:14]=[CH:13][C:7]([C:8]([O:10][CH2:11][CH3:12])=[O:9])=[CH:6][C:5]=1[O:15][CH2:24][C:23]([CH3:25])=[CH2:22].